This data is from Reaction yield outcomes from USPTO patents with 853,638 reactions. The task is: Predict the reaction yield, written as a fraction of the theoretical maximum amount of product (1.0 means a 100% yield; for example, 0.34 means a 34% yield). (1) The reactants are [OH:1][C:2]1[CH:7]=[CH:6][C:5]([C:8]2[CH:9]=[C:10]3[C:15](=[CH:16][CH:17]=2)[N:14]=[C:13]([C:18]([O:20][CH3:21])=[O:19])[CH:12]=[CH:11]3)=[CH:4][CH:3]=1.[Cl:22][C:23]1[CH:28]=[CH:27][CH:26]=[C:25]([Cl:29])[C:24]=1[C:30]1[C:34]([CH2:35][CH2:36][CH2:37]O)=[C:33]([CH:39]([CH3:41])[CH3:40])[O:32][N:31]=1.C1(P(C2C=CC=CC=2)C2C=CC=CC=2)C=CC=CC=1.N(C(OC(C)C)=O)=NC(OC(C)C)=O. The catalyst is ClCCl. The product is [Cl:29][C:25]1[CH:26]=[CH:27][CH:28]=[C:23]([Cl:22])[C:24]=1[C:30]1[C:34]([CH2:35][CH2:36][CH2:37][O:1][C:2]2[CH:7]=[CH:6][C:5]([C:8]3[CH:9]=[C:10]4[C:15](=[CH:16][CH:17]=3)[N:14]=[C:13]([C:18]([O:20][CH3:21])=[O:19])[CH:12]=[CH:11]4)=[CH:4][CH:3]=2)=[C:33]([CH:39]([CH3:40])[CH3:41])[O:32][N:31]=1. The yield is 0.220. (2) The reactants are [F:1][C:2]1[CH:3]=[C:4]([C:8]2[N:13]=[C:12]([CH3:14])[C:11]([C:15]([OH:17])=O)=[CH:10][N:9]=2)[CH:5]=[CH:6][CH:7]=1.CN(C(SC1[N+]([O-])=CC=CC=1)=[N+](C)C)C.F[P-](F)(F)(F)(F)F.CCN(C(C)C)C(C)C.[F:49][C:50]1[CH:51]=[C:52]2[C:56](=[CH:57][CH:58]=1)[N:55]([NH2:59])[CH2:54][C:53]2([CH3:61])[CH3:60]. The catalyst is CN(C=O)C.O.CCOC(C)=O. The product is [F:49][C:50]1[CH:51]=[C:52]2[C:56](=[CH:57][CH:58]=1)[N:55]([NH:59][C:15]([C:11]1[C:12]([CH3:14])=[N:13][C:8]([C:4]3[CH:5]=[CH:6][CH:7]=[C:2]([F:1])[CH:3]=3)=[N:9][CH:10]=1)=[O:17])[CH2:54][C:53]2([CH3:61])[CH3:60]. The yield is 0.800. (3) The product is [CH3:11][C:9]1[CH:10]=[C:6]2[N:5]=[C:4]([NH:12][C:13]([C@@H:15]3[CH2:17][C@H:16]3[C:18]3[CH:23]=[CH:22][CH:21]=[CH:20][CH:19]=3)=[O:14])[CH:3]=[C:2]([N:25]3[CH2:30][CH2:29][CH:28]([NH:31][C:32]([NH2:34])=[O:33])[CH2:27][CH2:26]3)[N:7]2[N:8]=1. The reactants are Cl[C:2]1[N:7]2[N:8]=[C:9]([CH3:11])[CH:10]=[C:6]2[N:5]=[C:4]([NH:12][C:13]([C@@H:15]2[CH2:17][C@H:16]2[C:18]2[CH:23]=[CH:22][CH:21]=[CH:20][CH:19]=2)=[O:14])[CH:3]=1.Cl.[NH:25]1[CH2:30][CH2:29][CH:28]([NH:31][C:32]([NH2:34])=[O:33])[CH2:27][CH2:26]1. The catalyst is CN1C(=O)CCC1.CS(C)=O.CO. The yield is 0.590. (4) The reactants are [F:1][C:2]1[CH:15]=[CH:14][C:5]([CH2:6][S:7]([CH2:10][C:11](O)=O)(=[O:9])=[O:8])=[CH:4][CH:3]=1.[F:16][C:17]1[CH:24]=[C:23]([F:25])[CH:22]=[CH:21][C:18]=1C=O. No catalyst specified. The product is [F:1][C:2]1[CH:15]=[CH:14][C:5]([CH2:6][S:7](/[CH:10]=[CH:11]/[C:22]2[CH:21]=[CH:18][C:17]([F:16])=[CH:24][C:23]=2[F:25])(=[O:9])=[O:8])=[CH:4][CH:3]=1. The yield is 0.680. (5) The reactants are CC[N:3](CC)CC.[Br:8][C:9]1[CH:10]=[C:11]([S:15](Cl)(=[O:17])=[O:16])[CH:12]=[N:13][CH:14]=1.C(O)(=O)[CH2:20][C:21]([CH2:26]C(O)=O)([C:23](O)=[O:24])O. The catalyst is C1COCC1. The product is [OH:24][CH2:23][C:21]([NH:3][S:15]([C:11]1[CH:12]=[N:13][CH:14]=[C:9]([Br:8])[CH:10]=1)(=[O:17])=[O:16])([CH3:26])[CH3:20]. The yield is 0.820. (6) The yield is 0.818. The catalyst is CO.O. The reactants are [OH:1][CH2:2][C@H:3]1[N:8]([C:9]([O:11][CH2:12][C:13]2[CH:18]=[CH:17][CH:16]=[CH:15][CH:14]=2)=[O:10])[CH2:7][C@@H:6]([C:19]([O:21]C)=[O:20])[CH2:5][CH2:4]1.O.[OH-].[Li+]. The product is [CH2:12]([O:11][C:9]([N:8]1[C@H:3]([CH2:2][OH:1])[CH2:4][CH2:5][C@H:6]([C:19]([OH:21])=[O:20])[CH2:7]1)=[O:10])[C:13]1[CH:18]=[CH:17][CH:16]=[CH:15][CH:14]=1.